Dataset: Forward reaction prediction with 1.9M reactions from USPTO patents (1976-2016). Task: Predict the product of the given reaction. (1) Given the reactants [CH2:1]([NH:8][C:9]1[CH:14]=[CH:13][C:12]([C:15](=O)[CH:16]([CH3:21])[CH2:17][C:18](O)=[O:19])=[CH:11][C:10]=1[N+:23]([O-:25])=[O:24])[C:2]1[CH:7]=[CH:6][CH:5]=[CH:4][CH:3]=1.O.[NH2:27][NH2:28].C(O)(=O)C, predict the reaction product. The product is: [CH2:1]([NH:8][C:9]1[CH:14]=[CH:13][C:12]([C:15]2[CH:16]([CH3:21])[CH2:17][C:18](=[O:19])[NH:27][N:28]=2)=[CH:11][C:10]=1[N+:23]([O-:25])=[O:24])[C:2]1[CH:7]=[CH:6][CH:5]=[CH:4][CH:3]=1. (2) Given the reactants [CH3:1][C:2]1[NH:6][C:5]2[C:7]([C:17]([O:19]C)=[O:18])=[CH:8][C:9]([N:11]3[CH2:16][CH2:15][O:14][CH2:13][CH2:12]3)=[CH:10][C:4]=2[N:3]=1.[CH3:21][C:22]1[CH:29]=[CH:28][CH:27]=[CH:26][C:23]=1[CH2:24]Br.C(=O)([O-])[O-].[K+].[K+].[OH-].[Li+], predict the reaction product. The product is: [CH3:1][C:2]1[N:3]([CH2:21][C:22]2[CH:29]=[CH:28][CH:27]=[CH:26][C:23]=2[CH3:24])[C:4]2[CH:10]=[C:9]([N:11]3[CH2:12][CH2:13][O:14][CH2:15][CH2:16]3)[CH:8]=[C:7]([C:17]([OH:19])=[O:18])[C:5]=2[N:6]=1. (3) Given the reactants [O:1]=[C:2]1[N:11]([NH:12][S:13]([CH3:16])(=[O:15])=[O:14])[C:10](=[O:17])[C:9]2[C:4](=[CH:5][C:6]([C:23]([F:26])([F:25])[F:24])=[C:7]([C@H:18]3[CH2:22][CH2:21][CH2:20][O:19]3)[CH:8]=2)[NH:3]1.Cl[C:28]([O:30][CH2:31][CH:32]([CH3:34])[CH3:33])=[O:29], predict the reaction product. The product is: [CH2:31]([O:30][C:28](=[O:29])[N:12]([S:13]([CH3:16])(=[O:15])=[O:14])[N:11]1[C:10](=[O:17])[C:9]2[C:4](=[CH:5][C:6]([C:23]([F:25])([F:26])[F:24])=[C:7]([C@H:18]3[CH2:22][CH2:21][CH2:20][O:19]3)[CH:8]=2)[NH:3][C:2]1=[O:1])[CH:32]([CH3:34])[CH3:33]. (4) The product is: [C:1]([O:5][C:6]([N:8]1[CH2:13][CH2:12][O:11][CH:10]([CH2:14][Br:17])[CH2:9]1)=[O:7])([CH3:4])([CH3:3])[CH3:2]. Given the reactants [C:1]([O:5][C:6]([N:8]1[CH2:13][CH2:12][O:11][CH:10]([CH2:14]O)[CH2:9]1)=[O:7])([CH3:4])([CH3:3])[CH3:2].C(Br)(Br)(Br)[Br:17].C1(P(C2C=CC=CC=2)C2C=CC=CC=2)C=CC=CC=1, predict the reaction product.